Dataset: Peptide-MHC class I binding affinity with 185,985 pairs from IEDB/IMGT. Task: Regression. Given a peptide amino acid sequence and an MHC pseudo amino acid sequence, predict their binding affinity value. This is MHC class I binding data. (1) The peptide sequence is VLDMGDPVK. The MHC is HLA-A26:01 with pseudo-sequence HLA-A26:01. The binding affinity (normalized) is 0.0847. (2) The peptide sequence is IPQSLDSYWTSL. The MHC is Mamu-A2201 with pseudo-sequence Mamu-A2201. The binding affinity (normalized) is 0.422.